This data is from Forward reaction prediction with 1.9M reactions from USPTO patents (1976-2016). The task is: Predict the product of the given reaction. The product is: [OH:22][N:3]1[CH:15]=[C:13]2[C:12]([CH:11]=[CH:10][CH:9]=[CH:14]2)=[N:19][C:4]1=[O:5]. Given the reactants N=[PH3].[N-:3]=[C:4]=[O:5].[N-]=C=S.[CH:9]1[CH:10]=[CH:11][C:12]2[N:19]=CN[C:15](=O)[C:13]=2[CH:14]=1.CC(N(C)C)=[O:22], predict the reaction product.